Dataset: Rat liver microsome stability data. Task: Regression/Classification. Given a drug SMILES string, predict its absorption, distribution, metabolism, or excretion properties. Task type varies by dataset: regression for continuous measurements (e.g., permeability, clearance, half-life) or binary classification for categorical outcomes (e.g., BBB penetration, CYP inhibition). Dataset: rlm. (1) The result is 1 (stable in rat liver microsomes). The compound is O=C(COc1ccccc1)NC(c1ccccc1[N+](=O)[O-])c1cc(Cl)c2cccnc2c1O. (2) The compound is COc1cc([N+](=O)[O-])c2[nH]c(-c3nc(C)c(C(=O)O)s3)cc2c1. The result is 1 (stable in rat liver microsomes). (3) The molecule is CCOc1ccc(CCNC(=O)c2ccc(C3(C(F)(F)F)N=N3)cc2)cc1OCC. The result is 1 (stable in rat liver microsomes).